Dataset: Catalyst prediction with 721,799 reactions and 888 catalyst types from USPTO. Task: Predict which catalyst facilitates the given reaction. (1) Reactant: Cl[CH2:2][C:3]1[O:4][C:5]2[CH:11]=[CH:10][C:9]([N+:12]([O-:14])=[O:13])=[CH:8][C:6]=2[N:7]=1.[NH:15]1[CH2:19][CH2:18][CH2:17][CH2:16]1.C(=O)([O-])[O-].[K+].[K+].C(OC(C)C)(C)C. Product: [N+:12]([C:9]1[CH:10]=[CH:11][C:5]2[O:4][C:3]([CH2:2][N:15]3[CH2:19][CH2:18][CH2:17][CH2:16]3)=[N:7][C:6]=2[CH:8]=1)([O-:14])=[O:13]. The catalyst class is: 18. (2) Reactant: [C:1]([Si:5]([CH3:21])([CH3:20])[O:6][CH:7]1[CH2:12][CH2:11][C:10](=[N:13][S:14]([C:16]([CH3:19])([CH3:18])[CH3:17])=[O:15])[CH2:9][CH2:8]1)([CH3:4])([CH3:3])[CH3:2].[CH:22]1([Mg]Br)[CH2:24][CH2:23]1. Product: [C:1]([Si:5]([CH3:21])([CH3:20])[O:6][CH:7]1[CH2:8][CH2:9][C:10]([NH:13][S:14]([C:16]([CH3:19])([CH3:18])[CH3:17])=[O:15])([CH:22]2[CH2:24][CH2:23]2)[CH2:11][CH2:12]1)([CH3:4])([CH3:3])[CH3:2]. The catalyst class is: 27.